Dataset: Forward reaction prediction with 1.9M reactions from USPTO patents (1976-2016). Task: Predict the product of the given reaction. Given the reactants [C:1]([O:5][C:6]([N:8]1[CH2:12][C@@H:11]([CH3:13])[CH2:10][C@@H:9]1[C:14]([OH:16])=[O:15])=[O:7])([CH3:4])([CH3:3])[CH3:2].CI.[C:19](=O)([O-])[O-].[K+].[K+], predict the reaction product. The product is: [C:1]([O:5][C:6]([N:8]1[CH2:12][C@@H:11]([CH3:13])[CH2:10][C@@H:9]1[C:14]([O:16][CH3:19])=[O:15])=[O:7])([CH3:2])([CH3:3])[CH3:4].